Dataset: Cav3 T-type calcium channel HTS with 100,875 compounds. Task: Binary Classification. Given a drug SMILES string, predict its activity (active/inactive) in a high-throughput screening assay against a specified biological target. (1) The molecule is s1c(nnc1N\C=C1\C(OC(OC1=O)(C)C)=O)CC. The result is 0 (inactive). (2) The drug is O=C(NCCCN(CC)c1cc(ccc1)C)CCc1onc(n1)c1ccc(cc1)C. The result is 1 (active). (3) The compound is S(c1n(c2c(ccc(c2)C)C)c(nn1)CNC(=O)c1occc1)CC(=O)Nc1sc(nn1)C. The result is 0 (inactive). (4) The drug is S(=O)(=O)(N(CC(C)C)CC(C)C)c1ccc(cc1)C(=O)Nc1oc(nn1)CC. The result is 0 (inactive). (5) The compound is s1c(NC(=O)CSc2oc(nn2)c2ccc(cc2)C)c(c(c1C(=O)C)C)C(OCC)=O. The result is 0 (inactive). (6) The compound is s1c(CC(=O)NCc2cccnc2)ccc1. The result is 0 (inactive). (7) The drug is Clc1cc(N2C(SCC2=O)c2ncccc2)ccc1Cl. The result is 0 (inactive). (8) The drug is s1c2c(n3c1nc(c3)c1ccccc1)ccc(C(=O)NC1CCN(CC1)C(OCC)=O)c2. The result is 0 (inactive). (9) The drug is s1c(NC(=O)c2c(OC)cccc2OC)nnc1COCC. The result is 0 (inactive).